Dataset: Catalyst prediction with 721,799 reactions and 888 catalyst types from USPTO. Task: Predict which catalyst facilitates the given reaction. (1) The catalyst class is: 516. Reactant: C([Sn](CCCC)(CCCC)[C:6]1[S:7][CH:8]=[CH:9][CH:10]=1)CCC.Br[N:20]1[C:24]2[CH:25]=[C:26]([N+:33]([O-:35])=[O:34])[C:27]([N+:30]([O-:32])=[O:31])=[C:28](Br)[C:23]=2[NH:22][S:21]1. Product: [S:7]1[CH:8]=[CH:9][CH:10]=[C:6]1[N:20]1[C:24]2[CH:25]=[C:26]([N+:33]([O-:35])=[O:34])[C:27]([N+:30]([O-:32])=[O:31])=[C:28]([C:6]3[S:7][CH:8]=[CH:9][CH:10]=3)[C:23]=2[NH:22][S:21]1. (2) Reactant: C([O:4][C@H:5]1[CH2:10][CH2:9][C@@:8]([C@H:12]2[CH2:20][CH2:19][C@@:18]3([CH3:21])[C@@H:14]([CH2:15][CH2:16][C@@:17]3([OH:28])[C:22]3[CH:27]=[CH:26][CH:25]=[CH:24][N:23]=3)[C@@H:13]2[CH2:29][OH:30])([CH3:11])[C@@H:7]([CH2:31][OH:32])[CH2:6]1)(=O)C.C(=O)([O-])[O-].[K+].[K+]. Product: [OH:4][C@H:5]1[CH2:10][CH2:9][C@@:8]([C@H:12]2[CH2:20][CH2:19][C@@:18]3([CH3:21])[C@@H:14]([CH2:15][CH2:16][C@:17]3([C:22]3[CH:27]=[CH:26][CH:25]=[CH:24][N:23]=3)[OH:28])[C@@H:13]2[CH2:29][OH:30])([CH3:11])[C@@H:7]([CH2:31][OH:32])[CH2:6]1. The catalyst class is: 5.